The task is: Regression. Given a peptide amino acid sequence and an MHC pseudo amino acid sequence, predict their binding affinity value. This is MHC class I binding data.. This data is from Peptide-MHC class I binding affinity with 185,985 pairs from IEDB/IMGT. (1) The peptide sequence is RTIQGQRFW. The MHC is HLA-B58:01 with pseudo-sequence HLA-B58:01. The binding affinity (normalized) is 0.0847. (2) The peptide sequence is FSPENKAFK. The binding affinity (normalized) is 0.192. The MHC is HLA-A03:01 with pseudo-sequence HLA-A03:01. (3) The peptide sequence is HEGDIVPLF. The MHC is HLA-B40:01 with pseudo-sequence HLA-B40:01. The binding affinity (normalized) is 0.469. (4) The peptide sequence is LVTMGTGTFGR. The MHC is HLA-B08:01 with pseudo-sequence HLA-B08:01. The binding affinity (normalized) is 0.0847. (5) The peptide sequence is HPYVFCALL. The MHC is HLA-A02:19 with pseudo-sequence HLA-A02:19. The binding affinity (normalized) is 0.0847.